Dataset: Reaction yield outcomes from USPTO patents with 853,638 reactions. Task: Predict the reaction yield, written as a fraction of the theoretical maximum amount of product (1.0 means a 100% yield; for example, 0.34 means a 34% yield). (1) The reactants are Cl.Cl.Cl.[Cl:4][C:5]1[CH:6]=[C:7]([C:12]2[N:13]=[C:14]([CH:24]3[CH2:29][CH2:28][NH:27][CH2:26][CH2:25]3)[N:15]([CH2:17][CH2:18][N:19]3[CH2:23][CH2:22][CH2:21][CH2:20]3)[CH:16]=2)[CH:8]=[CH:9][C:10]=1[F:11].Cl[C:31]1[C:32]2[C:39]([CH3:41])([CH3:40])[C:38](=[O:42])[NH:37][C:33]=2[N:34]=[CH:35][N:36]=1.N12CCCN=C1CCCCC2. The catalyst is CC(O)C. The product is [Cl:4][C:5]1[CH:6]=[C:7]([C:12]2[N:13]=[C:14]([CH:24]3[CH2:25][CH2:26][N:27]([C:31]4[C:32]5[C:39]([CH3:40])([CH3:41])[C:38](=[O:42])[NH:37][C:33]=5[N:34]=[CH:35][N:36]=4)[CH2:28][CH2:29]3)[N:15]([CH2:17][CH2:18][N:19]3[CH2:20][CH2:21][CH2:22][CH2:23]3)[CH:16]=2)[CH:8]=[CH:9][C:10]=1[F:11]. The yield is 0.135. (2) The reactants are [F:1][C:2]([F:6])([F:5])[CH2:3][OH:4].[H-].[Na+].F[C:10]1[CH:15]=[CH:14][C:13]([N+:16]([O-:18])=[O:17])=[CH:12][CH:11]=1.C(=O)([O-])O.[Na+]. The catalyst is C1COCC1. The product is [F:1][C:2]([F:6])([F:5])[CH2:3][O:4][C:10]1[CH:15]=[CH:14][C:13]([N+:16]([O-:18])=[O:17])=[CH:12][CH:11]=1. The yield is 0.980. (3) The reactants are [C:1]1([N:7]2[C:11]3[CH:12]=[CH:13][CH:14]=[CH:15][C:10]=3[N:9]=[C:8]2[C:16]2[CH:21]=[CH:20][C:19](B3OC(C)(C)C(C)(C)O3)=[CH:18][CH:17]=2)[CH:6]=[CH:5][CH:4]=[CH:3][CH:2]=1.Br[C:32]1[CH:37]=[CH:36][C:35]([N:38]2[C:50]3[CH:49]=[CH:48][CH:47]=[CH:46][C:45]=3C3C2=CC=CC=3)=[CH:34][CH:33]=1.[F-].[K+].C(O[CH2:57][CH3:58])(=O)C. The catalyst is CN(C=O)C.C1C=CC(P(C2C=CC=CC=2)[C-]2C=CC=C2)=CC=1.C1C=CC(P(C2C=CC=CC=2)[C-]2C=CC=C2)=CC=1.Cl[Pd]Cl.[Fe+2]. The product is [C:1]1([N:7]2[C:11]3[CH:12]=[CH:13][CH:14]=[CH:15][C:10]=3[N:9]=[C:8]2[C:16]2[CH:17]=[CH:18][C:19]([C:58]3[CH:57]=[CH:3][C:2]([N:38]4[C:50]5[CH:45]=[CH:46][CH:47]=[CH:48][C:49]=5[C:34]5[C:35]4=[CH:36][CH:37]=[CH:32][CH:33]=5)=[CH:1][CH:6]=3)=[CH:20][CH:21]=2)[CH:6]=[CH:5][CH:4]=[CH:3][CH:2]=1. The yield is 0.470. (4) The reactants are [CH3:1][O:2][C:3]1[CH:8]=[C:7](F)[C:6]([CH3:10])=[CH:5][C:4]=1[N+:11]([O-:13])=[O:12].C([O-])([O-])=O.[K+].[K+].Cl.[CH3:21][S:22]([CH2:25][CH2:26][N:27]1[CH2:32][CH2:31][NH:30][CH2:29][CH2:28]1)(=[O:24])=[O:23].O. The catalyst is CS(C)=O. The product is [CH3:10][C:6]1[CH:5]=[C:4]([N+:11]([O-:13])=[O:12])[C:3]([O:2][CH3:1])=[CH:8][C:7]=1[N:30]1[CH2:29][CH2:28][N:27]([CH2:26][CH2:25][S:22]([CH3:21])(=[O:23])=[O:24])[CH2:32][CH2:31]1. The yield is 0.680. (5) The reactants are [CH3:1][O:2][C:3]1[CH:12]=[CH:11][C:6]([C:7]([O:9]C)=O)=[CH:5][CH:4]=1.[Br:13][C:14]1[CH:19]=[CH:18][N:17]=[C:16]([CH3:20])[CH:15]=1.C[Si](C)(C)[N-][Si](C)(C)C.[Li+]. The catalyst is O1CCCC1. The product is [Br:13][C:14]1[CH:19]=[CH:18][N:17]=[C:16]([CH2:20][C:7]([C:6]2[CH:5]=[CH:4][C:3]([O:2][CH3:1])=[CH:12][CH:11]=2)=[O:9])[CH:15]=1. The yield is 0.880. (6) The reactants are [CH2:1]([Cl:3])Cl.CO.[C:6]([O-:9])([O-])=O.[Ca+2].[I-:11].[Cl-].[Cl-].C[N+:15](C)(C)[CH2:16][C:17]1[CH:22]=C[CH:20]=[CH:19][CH:18]=1.C[N+](C)(C)CC1C=CC=CC=1.C[N+](C)(C)CC1C=CC=CC=1. The catalyst is O. The product is [Cl:3][C:1]1[C:16]([NH2:15])=[C:17]([CH3:22])[C:18]([O:9][CH3:6])=[C:19]([I:11])[CH:20]=1. The yield is 0.493. (7) The yield is 0.519. The reactants are Cl[C:2]1[CH:3]=[CH:4][C:5]2[N:6]([C:8]([CH2:11][NH:12][C:13](=[O:19])[O:14][C:15]([CH3:18])([CH3:17])[CH3:16])=[N:9][N:10]=2)[N:7]=1.[F:20][C:21]1[CH:26]=[C:25](B2OC(C)(C)C(C)(C)O2)[CH:24]=[CH:23][C:22]=1[N:36]1[CH2:40][CH2:39][CH2:38][C:37]1=[O:41].C(=O)([O-])[O-].[Cs+].[Cs+].O1CCOCC1.O. The product is [F:20][C:21]1[CH:26]=[C:25]([C:2]2[CH:3]=[CH:4][C:5]3[N:6]([C:8]([CH2:11][NH:12][C:13](=[O:19])[O:14][C:15]([CH3:18])([CH3:17])[CH3:16])=[N:9][N:10]=3)[N:7]=2)[CH:24]=[CH:23][C:22]=1[N:36]1[CH2:40][CH2:39][CH2:38][C:37]1=[O:41]. No catalyst specified. (8) The reactants are [CH2:1]([O:8][C:9]1[CH:14]=[CH:13][C:12]([NH2:15])=[CH:11][C:10]=1[C:16]1[N:17]([CH3:22])[N:18]=[CH:19][C:20]=1[Br:21])[C:2]1[CH:7]=[CH:6][CH:5]=[CH:4][CH:3]=1.[Cl:23][C:24]1[CH:29]=[CH:28][C:27]([N:30]=[C:31]=[O:32])=[CH:26][CH:25]=1. The catalyst is C(Cl)Cl. The product is [CH2:1]([O:8][C:9]1[CH:14]=[CH:13][C:12]([NH:15][C:31]([NH:30][C:27]2[CH:28]=[CH:29][C:24]([Cl:23])=[CH:25][CH:26]=2)=[O:32])=[CH:11][C:10]=1[C:16]1[N:17]([CH3:22])[N:18]=[CH:19][C:20]=1[Br:21])[C:2]1[CH:3]=[CH:4][CH:5]=[CH:6][CH:7]=1. The yield is 0.420.